From a dataset of Reaction yield outcomes from USPTO patents with 853,638 reactions. Predict the reaction yield, written as a fraction of the theoretical maximum amount of product (1.0 means a 100% yield; for example, 0.34 means a 34% yield). (1) The reactants are [NH2:1][C:2]1[CH:3]=[C:4]([CH:21]=[CH:22][CH:23]=1)[O:5][C:6]1[CH:7]=[CH:8][C:9]2[N:10]([CH:12]=[C:13]([NH:15][C:16]([CH:18]3[CH2:20][CH2:19]3)=[O:17])[N:14]=2)[N:11]=1.[OH:24][C:25]([C:28]1[S:29][C:30]([C:33](O)=[O:34])=[CH:31][N:32]=1)([CH3:27])[CH3:26].Cl.CN(C)CCCN=C=NCC.ON1C2C=CC=CC=2N=N1. The catalyst is CN(C)C=O. The product is [CH:18]1([C:16]([NH:15][C:13]2[N:14]=[C:9]3[CH:8]=[CH:7][C:6]([O:5][C:4]4[CH:3]=[C:2]([NH:1][C:33]([C:30]5[S:29][C:28]([C:25]([OH:24])([CH3:26])[CH3:27])=[N:32][CH:31]=5)=[O:34])[CH:23]=[CH:22][CH:21]=4)=[N:11][N:10]3[CH:12]=2)=[O:17])[CH2:20][CH2:19]1. The yield is 0.430. (2) The reactants are [C:1]([O:4][CH2:5][C:6]1[C:11]([CH2:12][C:13]2[C:14](=[O:18])[O:15][CH2:16][CH:17]=2)=[CH:10][CH:9]=[C:8]([C:19]([O:21][C:22]([CH3:25])([CH3:24])[CH3:23])=[O:20])[C:7]=1[CH3:26])(=[O:3])[CH3:2].[H][H]. The catalyst is C(OCC)(=O)C.CO. The product is [C:1]([O:4][CH2:5][C:6]1[C:11]([CH2:12][C@H:13]2[CH2:17][CH2:16][O:15][C:14]2=[O:18])=[CH:10][CH:9]=[C:8]([C:19]([O:21][C:22]([CH3:25])([CH3:24])[CH3:23])=[O:20])[C:7]=1[CH3:26])(=[O:3])[CH3:2]. The yield is 0.690. (3) The reactants are [CH:1]1([C:7]([O:9]CC)=[O:8])[C:3]2([CH2:6][CH2:5][CH2:4]2)[CH2:2]1.O.[OH-].[Li+]. The catalyst is C1COCC1.O. The product is [CH:1]1([C:7]([OH:9])=[O:8])[C:3]2([CH2:6][CH2:5][CH2:4]2)[CH2:2]1. The yield is 0.611. (4) The reactants are [CH3:1][C:2]1([CH3:40])[N:6]([C:7]([O:9][C:10]([CH3:13])([CH3:12])[CH3:11])=[O:8])[C@@:5]([CH3:39])([C:14](=O)[NH:15][CH2:16][C:17]([C:19]2[CH:24]=[CH:23][C:22]([O:25][CH2:26][CH2:27][CH2:28][CH2:29][CH2:30][CH2:31][CH2:32][CH3:33])=[C:21]([C:34]([F:37])([F:36])[F:35])[CH:20]=2)=O)[CH2:4][O:3]1.COC1C=CC(P2(SP(C3C=CC(OC)=CC=3)(=S)S2)=[S:50])=CC=1. The catalyst is C1(C)C=CC=CC=1. The product is [CH3:1][C:2]1([CH3:40])[N:6]([C:7]([O:9][C:10]([CH3:13])([CH3:12])[CH3:11])=[O:8])[C@@:5]([CH3:39])([C:14]2[S:50][C:17]([C:19]3[CH:24]=[CH:23][C:22]([O:25][CH2:26][CH2:27][CH2:28][CH2:29][CH2:30][CH2:31][CH2:32][CH3:33])=[C:21]([C:34]([F:37])([F:36])[F:35])[CH:20]=3)=[CH:16][N:15]=2)[CH2:4][O:3]1. The yield is 0.670.